Dataset: Full USPTO retrosynthesis dataset with 1.9M reactions from patents (1976-2016). Task: Predict the reactants needed to synthesize the given product. Given the product [Br:8][C:9]1[C:18]2[C:13](=[CH:14][CH:15]=[CH:16][CH:17]=2)[CH:12]=[C:11]([CH2:19][C:21]2[S:25][C:24]3[CH:26]=[CH:27][C:28]([F:30])=[CH:29][C:23]=3[CH:22]=2)[CH:10]=1, predict the reactants needed to synthesize it. The reactants are: C([SiH](CC)CC)C.[Br:8][C:9]1[C:18]2[C:13](=[CH:14][CH:15]=[CH:16][CH:17]=2)[CH:12]=[C:11]([CH:19]([C:21]2[S:25][C:24]3[CH:26]=[CH:27][C:28]([F:30])=[CH:29][C:23]=3[CH:22]=2)O)[CH:10]=1.C(=O)([O-])O.[Na+].